Binary Classification. Given a miRNA mature sequence and a target amino acid sequence, predict their likelihood of interaction. From a dataset of Experimentally validated miRNA-target interactions with 360,000+ pairs, plus equal number of negative samples. The miRNA is cel-miR-792-3p with sequence UUGAAAUCUCUUCAACUUUCAGA. The protein sequence of the target gene is MKEEVKGIPVRVALRCRPLVPKEISEGCQMCLSFVPGETQVVVGTDKSFTYDFVFDPCTEQEEVFNKAVAPLIKGIFKGYNATVLAYGQTGSGKTYSMGGAYTAEQENEPTVGIIPRVIQLLFKEIDKKSDFEFTLKVSYLEIYNEEILDLLCPSREKAQINIREDPKEGIKIVGLTEKTVLVALDTVSCLEQGNNSRTVASTAMNSQSSRSHAIFTISIEQRKKSDKNCSFRSKLHLVDLAGSERQKKTKAEGDRLKEGININRGLLCLGNVISALGDDKKGSFVPYRDSKLTRLLQDS.... Result: 0 (no interaction).